This data is from Full USPTO retrosynthesis dataset with 1.9M reactions from patents (1976-2016). The task is: Predict the reactants needed to synthesize the given product. (1) Given the product [OH:58][C:51]1[C:50]([CH2:49][NH:48][C:14](=[O:16])[C:13]2[CH:12]=[CH:11][C:10]([C@@H:8]([O:1][C:2]3[CH:3]=[CH:4][CH:5]=[CH:6][CH:7]=3)[CH3:9])=[CH:18][CH:17]=2)=[C:55]([CH3:56])[CH:54]=[C:53]([CH3:57])[N:52]=1, predict the reactants needed to synthesize it. The reactants are: [O:1]([C@H:8]([C:10]1[CH:18]=[CH:17][C:13]([C:14]([OH:16])=O)=[CH:12][CH:11]=1)[CH3:9])[C:2]1[CH:7]=[CH:6][CH:5]=[CH:4][CH:3]=1.N1(O)C2C=CC=CC=2N=N1.Cl.CN(C)CCCN=C=NCC.C(N(CC)CC)C.[NH2:48][CH2:49][C:50]1[C:51]([OH:58])=[N:52][C:53]([CH3:57])=[CH:54][C:55]=1[CH3:56]. (2) Given the product [CH:1]1([S:4]([NH:8][C:9]2[C:28]([C:29]3[CH:34]=[CH:33][CH:32]=[C:31]([C:35](=[O:46])[NH:36][C:37]([C:40]4[CH:41]=[CH:42][CH:43]=[CH:44][CH:45]=4)([CH3:39])[CH3:38])[CH:30]=3)=[CH:27][C:12]3[C:13]([C:23]([NH:25][CH3:26])=[O:24])=[C:14]([C:16]4[CH:17]=[CH:18][C:19]([F:22])=[CH:20][CH:21]=4)[O:15][C:11]=3[CH:10]=2)(=[O:6])=[O:5])[CH2:3][CH2:2]1, predict the reactants needed to synthesize it. The reactants are: [CH:1]1([S:4](Cl)(=[O:6])=[O:5])[CH2:3][CH2:2]1.[NH2:8][C:9]1[C:28]([C:29]2[CH:34]=[CH:33][CH:32]=[C:31]([C:35](=[O:46])[NH:36][C:37]([C:40]3[CH:45]=[CH:44][CH:43]=[CH:42][CH:41]=3)([CH3:39])[CH3:38])[CH:30]=2)=[CH:27][C:12]2[C:13]([C:23]([NH:25][CH3:26])=[O:24])=[C:14]([C:16]3[CH:21]=[CH:20][C:19]([F:22])=[CH:18][CH:17]=3)[O:15][C:11]=2[CH:10]=1. (3) The reactants are: Cl.[C:2]([C:6]1[N:11]=[CH:10][C:9]([C:12]2[N:13]([C:33]([N:35]3[CH2:40][CH2:39][N:38]([CH2:41][C:42](O)=[O:43])[CH2:37][CH2:36]3)=[O:34])[C@@:14]([C:26]3[CH:31]=[CH:30][C:29]([Cl:32])=[CH:28][CH:27]=3)([CH3:25])[C@@:15]([C:18]3[CH:23]=[CH:22][C:21]([Cl:24])=[CH:20][CH:19]=3)([CH3:17])[N:16]=2)=[C:8]([O:45][CH2:46][CH3:47])[CH:7]=1)([CH3:5])([CH3:4])[CH3:3].[CH3:48][O:49][C:50]1[C:55]([NH2:56])=[CH:54][CH:53]=[CH:52][N:51]=1. Given the product [C:2]([C:6]1[N:11]=[CH:10][C:9]([C:12]2[N:13]([C:33]([N:35]3[CH2:36][CH2:37][N:38]([CH2:41][C:42]([NH:56][C:55]4[C:50]([O:49][CH3:48])=[N:51][CH:52]=[CH:53][CH:54]=4)=[O:43])[CH2:39][CH2:40]3)=[O:34])[C@@:14]([C:26]3[CH:31]=[CH:30][C:29]([Cl:32])=[CH:28][CH:27]=3)([CH3:25])[C@@:15]([C:18]3[CH:19]=[CH:20][C:21]([Cl:24])=[CH:22][CH:23]=3)([CH3:17])[N:16]=2)=[C:8]([O:45][CH2:46][CH3:47])[CH:7]=1)([CH3:3])([CH3:4])[CH3:5], predict the reactants needed to synthesize it. (4) The reactants are: [Si](Cl)(C)(C)C.[OH:6][C:7]1[CH:8]=[CH:9][CH:10]=[C:11]2[C:16]=1[N:15]=[C:14]([C:17]([OH:19])=[O:18])[CH:13]=[CH:12]2.O.[C:21]([O-])(O)=O.[Na+]. Given the product [CH3:21][O:18][C:17]([C:14]1[CH:13]=[CH:12][C:11]2[C:16](=[C:7]([OH:6])[CH:8]=[CH:9][CH:10]=2)[N:15]=1)=[O:19], predict the reactants needed to synthesize it.